From a dataset of Forward reaction prediction with 1.9M reactions from USPTO patents (1976-2016). Predict the product of the given reaction. (1) Given the reactants [NH2:1][NH:2][C:3]([NH2:5])=[S:4].O=[C:7]([C:13](OCC)=[O:14])[C:8]([O:10][CH2:11][CH3:12])=[O:9].[O-][CH2:19]C.[Na+].CI.C(=O)([O-])[O-].[K+].[K+].C(O)(=O)CC(CC(O)=O)(C(O)=O)O, predict the reaction product. The product is: [CH2:11]([O:10][C:8]([C:7]1[C:13](=[O:14])[NH:5][C:3]([S:4][CH3:19])=[N:2][N:1]=1)=[O:9])[CH3:12]. (2) Given the reactants [Br:1][C:2]1[C:3]([CH:7]([CH3:9])[CH3:8])=[N:4][NH:5][CH:6]=1.[CH2:10]=[O:11].C(N(CC)CC)C, predict the reaction product. The product is: [Br:1][C:2]1[C:3]([CH:7]([CH3:9])[CH3:8])=[N:4][N:5]([CH2:10][OH:11])[CH:6]=1. (3) Given the reactants [Cl:1][C:2]1[CH:8]=[C:7]([Cl:9])[CH:6]=[CH:5][C:3]=1[NH2:4].[Cl:10][C:11]1[CH:18]=[CH:17][C:14]([CH:15]=O)=[CH:13][CH:12]=1, predict the reaction product. The product is: [Cl:10][C:11]1[CH:18]=[CH:17][C:14]([CH:15]=[N:4][C:3]2[CH:5]=[CH:6][C:7]([Cl:9])=[CH:8][C:2]=2[Cl:1])=[CH:13][CH:12]=1. (4) The product is: [Br:59][C:60]1[CH:61]=[C:62]([CH2:67][NH:68][C:26]([C:25]2[CH:29]=[C:30]([CH3:32])[CH:31]=[C:23]([C:21]([NH:20][CH2:19][C:10]3[C:11]([NH:12][CH:13]4[CH2:14][CH2:15][O:16][CH2:17][CH2:18]4)=[C:6]4[CH:5]=[N:4][N:3]([CH2:1][CH3:2])[C:7]4=[N:8][C:9]=3[CH2:33][CH3:34])=[O:22])[CH:24]=2)=[O:27])[CH:63]=[CH:64][C:65]=1[CH3:66]. Given the reactants [CH2:1]([N:3]1[C:7]2=[N:8][C:9]([CH2:33][CH3:34])=[C:10]([CH2:19][NH:20][C:21]([C:23]3[CH:24]=[C:25]([CH:29]=[C:30]([CH3:32])[CH:31]=3)[C:26](O)=[O:27])=[O:22])[C:11]([NH:12][CH:13]3[CH2:18][CH2:17][O:16][CH2:15][CH2:14]3)=[C:6]2[CH:5]=[N:4]1)[CH3:2].CN(C(ON1N=NC2C=CC=CC1=2)=[N+](C)C)C.F[P-](F)(F)(F)(F)F.[Br:59][C:60]1[CH:61]=[C:62]([CH2:67][NH2:68])[CH:63]=[CH:64][C:65]=1[CH3:66], predict the reaction product.